Dataset: Human Reference Interactome with 51,813 positive PPI pairs across 8,248 proteins, plus equal number of experimentally-validated negative pairs. Task: Binary Classification. Given two protein amino acid sequences, predict whether they physically interact or not. (1) Protein 2 (ENSG00000102225) has sequence MPLYGRARDHVTHPSILGTRPGRPMAGPITAAVPEKICNGAFCSCSGAFPLDPNNPSLGPLPSISHLNLRTQIAMDRMKKIKRQLSMTLRGGRGIDKTNGAPEQIGLDESGGGGGSDPGEAPTRAAPGELRSARGPLSSAPEIVHEDLKMGSDGESDQASATSSDEVQSPVRVRMRNHPPRKISTEDINKRLSLPADIRLPEGYLEKLTLNSPIFDKPLSRRLRRVSLSEIGFGKLETYIKLDKLGEGTYATVYKGKSKLTDNLVALKEIRLEHEEGAPCTAIREVSLLKDLKHANIVTL.... Protein 1 (ENSG00000146147) has sequence MELEKREKRSLLNKNLEEKLTVSAGGSEAKPLIFTFVPTVRRLPTHTQLADTSKFLVKIPEESSDKSPETVNRSKSNDYLTLNAGSQQERDQAKLTCPSEVSGTILQEREFEANKLQGMQQSDLFKAEYVLIVDSEGEDEAASRKVEQGPPGGIGTAAVRPKSLAISSSLVSDVVRPKTQGTDLKTSSHPEMLHGMAPQQKHGQQYKTKSSYKAFAAIPTNTLLLEQKALDEPAKTESVSKDNTLEPPVELYFPAQLRQQTEELCATIDKVLQDSLSMHSSDSPSRSPKTLLGSDTVKTP.... Result: 0 (the proteins do not interact). (2) Protein 1 (ENSG00000115165) has sequence MSLQRLLQHSSNGNLADFCAGPAYSSYSTLTGSLTMDDNRRIQMLADTVATLPRGRKQLALTRSSSLSDFSWSQRKLVTVEKQDNETFGFEIQSYRPQNQNACSSEMFTLICKIQEDSPAHCAGLQAGDVLANINGVSTEGFTYKQVVDLIRSSGNLLTIETLNGTMILKRTELEAKLQVLKQTLKQKWVEYRSLQLQEHRLLHGDAANCPSLENMDLDELSLFGPLPGPGPALVDRNRLSSESSCKSWLSSMTMDSEDGYQTCVSEDSSRGAFSRQTSTDDECFIPKEGDDFLRRSSSR.... Protein 2 (ENSG00000175931) has sequence MADPAAPTPAAPAPAQAPAPAPEAVPAPAAAPVPAPAPASDSASGPSSDSGPEAGSQRLLFSHDLVSGRYRGSVHFGLVRLIHGEDSDSEGEEEGRGSSGCSEAGGAGHEEGRASPLRRGYVRVQWYPEGVKQHVKETKLKLEDRSVVPRDVVRHMRSTDSQCGTVIDVNIDCAVKLIGTNCIIYPVNSKDLQHIWPFMYGDYIAYDCWLGKVYDLKNQIILKLSNGARCSMNTEDGAKLYDVCPHVSDSGLFFDDSYGFYPGQVLIGPAKIFSSVQWLSGVKPVLSTKSKFRVVVEEVQ.... Result: 0 (the proteins do not interact). (3) Protein 1 (ENSG00000167992) has sequence MWAGLLLRAACVALLLPGAPARGYTGRKPPGHFAAERRRLGPHVCLSGFGSGCCPGWAPSMGGGHCTLPLCSFGCGSGICIAPNVCSCQDGEQGATCPETHGPCGEYGCDLTCNHGGCQEVARVCPVGFSMTETAVGIRCTDIDECVTSSCEGHCVNTEGGFVCECGPGMQLSADRHSCQDTDECLGTPCQQRCKNSIGSYKCSCRTGFHLHGNRHSCM*MWAGLLLRAACVALLLPGAPARGYTGRKPPGHFAAERRRLGPHVCLSGFGSGCCPGWAPSMGGGHCTLPLCSFGCGSGIC.... Protein 2 (ENSG00000184967) has sequence MEREPGAAGVRRALGRRLEAVLASRSEANAVFDILAVLQSEDQEEIQEAVRTCSRLFGALLERGELFVGQLPSEEMVMTGSQGATRKYKVWMRHRYHSCCNRLGELLGHPSFQVKELALSALLKFVQLEGAHPLEKSKWEGNYLFPRELFKLVVGGLLSPEEDQSLLLSQFREYLDYDDTRYHTMQAAVDAVARVTGQHPEVPPAFWNNAFTLLSAVSLPRREPTVSSFYVKRAELWDTWKVAHLKEHRRVFQAMWLSFLKHKLPLSLYKKVLLIVHDAILPQLAQPTLMIDFLTRACDL.... Result: 0 (the proteins do not interact). (4) Protein 1 (ENSG00000107949) has sequence MASRSKRRAVESGVPQPPDPPVQRDEEEEKEVENEDEDDDDSDKEKDEEDEVIDEEVNIEFEAYSLSDNDYDGIKKLLQQLFLKAPVNTAELTDLLIQQNHIGSVIKQTDVSEDSNDDMDEDEVFGFISLLNLTERKGTQCVEQIQELVLRFCEKNCEKSMVEQLDKFLNDTTKPVGLLLSERFINVPPQIALPMYQQLQKELAGAHRTNKPCGKCYFYLLISKTFVEAGKNNSKKKPSNKKKAALMFANAEEEFFYEKAILKFNYSVQEESDTCLGGKWSFDDVPMTPLRTVMLIPGDK.... Protein 2 (ENSG00000107862) has sequence MVDKNIYIIQGEINIVVGAIKRNARWSTHTPLDEERDPLLHSFGHLKEVLNSITELSEIEPNVFLRPFLEVIRSEDTTGPITGLALTSVNKFLSYALIDPTHEGTAEGMENMADAVTHARFVGTDPASDEVVLMKILQVLRTLLLTPVGAHLTNESVCEIMQSCFRICFEMRLSELLRKSAEHTLVDMVQLLFTRLPQFKEEPKNYVGTNMKKLKMRAGGMSDSSKWKKQKRSPRPPRHMTKVTPGSELPTPNGTTLSSNLTGGMPFIDVPTPISSASSEAASAVVSPSTDSGLEFSSQT.... Result: 0 (the proteins do not interact). (5) Protein 1 (ENSG00000258405) has sequence MLHEEAAQKRKGKEPGMALPQGRLTFRDVAIEFSLAEWKFLNPAQRALYREVMLENYRNLEAVDISSKRMMKEVLSTGQGNTEVIHTGMLQRHESYHTGDFCFQEIEKDIHDFEFQSQKDERNGHEASMPKIKELMGSTDRHDQRHAGNKPIKDQLGLSFHLHLPELHIFQPEEKIANQVEKSVNDASSISTSQRISCRPETHTPNNYGNNFFHSSLLTQKQEVHMREKSFQCNETGEAFNCSSFVRKHQIIHLGEKQYKFDICGKVFNEKRYLARHRRCHTSEKPYKCNECGKSFSYKS.... Protein 2 (ENSG00000111554) has sequence MPVRFKGLSEYQRNFLWKKSYLSESCNSSVGRKYPWAGLRSDQLGITKEPSFISKRRVPYHDPQISKSLEWNGAISESNVVASPEPEAPETPKSQEAEQKDVTQERVHSLEASRVPKRTRSHSADSRAEGASDVENNEGVTNHTPVNENVELEHSTKVLSENVDNGLDRLLRKKAGLTVVPSYNALRNSEYQRQFVWKTSKETAPAFAANQVFHNKSQFVPPFKGNSVIHETEYKRNFKGLSPVKEPKLRNDLRENRNLETVSPERKSNKIDDRLKLEAEMELKDLHQPKRKLTPWKHQR.... Result: 0 (the proteins do not interact). (6) Protein 1 (ENSG00000136891) has sequence MTKKRKRQHDFQKVKLKVGKKKPKLQNATPTNFKTKTIHLPEQLKEDGTLPTNNRKLNIKDLLSQMHHYNAGVKQSALLGLKDLLSQYPFIIDAHLSNILSEVTAVFTDKDANVRLAAVQLLQFLAPKIRAEQISPFFPLVSAHLSSAMTHITEGIQEDSLKVLDILLEQYPALITGRSSILLKNFVELISHQQLSKGLINRDRSQSWILSVNPNRRLTSQQWRLKVLVRLSKFLQALADGSSRLRESEGLQEQKENPHATSNSIFINWKEHANDQQHIQVYENGGSQPNVSSQFRLRYL.... Protein 2 (ENSG00000271605) has sequence XKAMRNNVPRDRGDTAMEVGIYANILEKQAKEESVPEVGSRPCVSTAQDEAKHSQELQYATPVFQEVAPREQEACDSYKSGYVYSELNF*MWSHLNRLLFWSIFSSVTCRKAVLDCEAMKTNDPVTSPVLNIMVIQTETDRHITLHCLSVNGSLPINYTFFENHVAISPAISKYDREPAEFNLTKKNPGEEEEYRCEAKNRLPNYATYSHPVTMPSTGGDSCPFCLKLLLPGLLLLLVVIILILAFWVLPKYKTRKAMRNNVPRDRGDTAMEVGIYANILEKQAKEESVPEVGSRPCVST.... Result: 0 (the proteins do not interact).